From a dataset of Forward reaction prediction with 1.9M reactions from USPTO patents (1976-2016). Predict the product of the given reaction. Given the reactants C([O:3][CH:4](OCC)[C:5]1[S:6][CH:7]=[C:8]([C:10]([O:12][CH3:13])=[O:11])[N:9]=1)C.Cl, predict the reaction product. The product is: [CH:4]([C:5]1[S:6][CH:7]=[C:8]([C:10]([O:12][CH3:13])=[O:11])[N:9]=1)=[O:3].